From a dataset of hERG Central: cardiac toxicity at 1µM, 10µM, and general inhibition. Predict hERG channel inhibition at various concentrations. (1) The molecule is CN1CCC(=O)N([C@H](CSc2ccccc2)c2ccccc2)CC1. Results: hERG_inhib (hERG inhibition (general)): blocker. (2) The drug is Cn1c(=O)c2c(nc(SCC(=O)NCc3ccc4c(c3)OCO4)n2Cc2ccc(F)cc2)n(C)c1=O. Results: hERG_inhib (hERG inhibition (general)): blocker. (3) The compound is CCOC(=O)c1c2c3c(cccc3n(C)c1=O)C(=O)c1ccccc1-2. Results: hERG_inhib (hERG inhibition (general)): blocker. (4) The drug is O=C(Cc1cccs1)N1CCN(c2ccc([N+](=O)[O-])cc2)CC1. Results: hERG_inhib (hERG inhibition (general)): blocker. (5) The compound is C/C(=N\Nc1nnc2c3ccccc3n(C)c2n1)c1ccc(C)o1. Results: hERG_inhib (hERG inhibition (general)): blocker.